This data is from Forward reaction prediction with 1.9M reactions from USPTO patents (1976-2016). The task is: Predict the product of the given reaction. Given the reactants [NH:1]=[C:2]([NH:4][NH:5][C:6](=O)[C:7]1[CH:12]=[CH:11][CH:10]=[CH:9][C:8]=1[N+:13]([O-:15])=[O:14])[CH3:3], predict the reaction product. The product is: [CH3:3][C:2]1[NH:1][C:6]([C:7]2[CH:12]=[CH:11][CH:10]=[CH:9][C:8]=2[N+:13]([O-:15])=[O:14])=[N:5][N:4]=1.